The task is: Predict which catalyst facilitates the given reaction.. This data is from Catalyst prediction with 721,799 reactions and 888 catalyst types from USPTO. (1) Reactant: [CH3:1][C@@H:2]1[CH2:7][CH2:6][C@H:5]([O:8][C:9]2[C:18]([C:19]([F:22])([F:21])[F:20])=[C:17]3[C:12]([CH:13]=[CH:14][C:15]([CH2:23]OS(C)(=O)=O)=[CH:16]3)=[CH:11][CH:10]=2)[CH2:4][CH2:3]1.CN(C)C=O.Cl.C(=O)([O-])[O-].[Cs+].[Cs+].O1CCCC1.[OH-].[Li+].O.C[O:50][C:51]([CH:53]1[CH2:60][CH:59]2[NH:61][CH:55]([CH2:56][CH2:57][CH2:58]2)[CH2:54]1)=[O:52]. Product: [CH3:1][C@@H:2]1[CH2:3][CH2:4][C@H:5]([O:8][C:9]2[C:18]([C:19]([F:20])([F:21])[F:22])=[C:17]3[C:12]([CH:13]=[CH:14][C:15]([CH2:23][N:61]4[CH:59]5[CH2:58][CH2:57][CH2:56][CH:55]4[CH2:54][CH:53]([C:51]([OH:50])=[O:52])[CH2:60]5)=[CH:16]3)=[CH:11][CH:10]=2)[CH2:6][CH2:7]1. The catalyst class is: 25. (2) Reactant: [CH3:1][N:2]1[CH:6]=[C:5]([C:7]2[C:15]3[C:10](=[N:11][CH:12]=[C:13]([CH:16]=[C:17]([CH3:19])[CH3:18])[CH:14]=3)[N:9]([S:20]([C:23]3[CH:28]=[CH:27][CH:26]=[CH:25][CH:24]=3)(=[O:22])=[O:21])[CH:8]=2)[CH:4]=[N:3]1. Product: [CH2:16]([C:13]1[CH:14]=[C:15]2[C:7]([C:5]3[CH:4]=[N:3][N:2]([CH3:1])[CH:6]=3)=[CH:8][N:9]([S:20]([C:23]3[CH:28]=[CH:27][CH:26]=[CH:25][CH:24]=3)(=[O:22])=[O:21])[C:10]2=[N:11][CH:12]=1)[CH:17]([CH3:19])[CH3:18]. The catalyst class is: 105.